The task is: Predict the reactants needed to synthesize the given product.. This data is from Full USPTO retrosynthesis dataset with 1.9M reactions from patents (1976-2016). (1) The reactants are: [CH3:1][CH:2]1[CH2:8][C:7]2[CH:9]=[C:10]3[O:15][CH2:14][O:13][C:11]3=[CH:12][C:6]=2[C:5]([C:16]2[CH:21]=[CH:20][C:19]([N+:22]([O-:24])=[O:23])=[CH:18][CH:17]=2)=[N:4][N:3]1[C:25](=[S:27])[NH2:26].CO[CH:30](OC)[CH:31](Br)[CH3:32].CN(C)C=O. Given the product [CH3:1][CH:2]1[CH2:8][C:7]2[CH:9]=[C:10]3[O:15][CH2:14][O:13][C:11]3=[CH:12][C:6]=2[C:5]([C:16]2[CH:17]=[CH:18][C:19]([N+:22]([O-:24])=[O:23])=[CH:20][CH:21]=2)=[N:4][N:3]1[C:25]1[S:27][C:31]([CH3:32])=[CH:30][N:26]=1, predict the reactants needed to synthesize it. (2) Given the product [CH2:3]([O:5][C:6](=[O:14])[C@H:7]([CH2:9][CH2:10][CH2:11][CH2:12][NH:13][C:22](=[O:47])[CH2:23][CH2:24][CH2:25][CH2:26][CH2:27][CH2:28][CH2:29][CH2:30][CH2:31][CH2:32][CH2:33][CH2:34][CH2:35]/[CH:36]=[CH:37]\[CH2:38][CH2:39][CH2:40][CH2:41][CH2:42][CH2:43][CH2:20][CH3:21])[NH:8][C:22](=[O:47])[CH2:23][CH2:24][CH2:25][CH2:26][CH2:27][CH2:28][CH2:29][CH2:30][CH2:31][CH2:32][CH2:33][CH2:34][CH2:35]/[CH:36]=[CH:37]\[CH2:38][CH2:39][CH2:40][CH2:41][CH2:42][CH2:43][CH2:44][CH3:45])[CH3:4], predict the reactants needed to synthesize it. The reactants are: Cl.Cl.[CH2:3]([O:5][C:6](=[O:14])[C@H:7]([CH2:9][CH2:10][CH2:11][CH2:12][NH2:13])[NH2:8])[CH3:4].C(N([CH2:20][CH3:21])CC)C.[C:22]([O:47]N1C(=O)CCC1=O)(=O)[CH2:23][CH2:24][CH2:25][CH2:26][CH2:27][CH2:28][CH2:29][CH2:30][CH2:31][CH2:32][CH2:33][CH2:34][CH2:35]/[CH:36]=[CH:37]\[CH2:38][CH2:39][CH2:40][CH2:41][CH2:42][CH2:43][CH2:44][CH3:45]. (3) The reactants are: [N:1]1[CH:6]=[CH:5][CH:4]=[CH:3][C:2]=1[C:7]1[O:11][CH:10]=[N:9][CH:8]=1.Br[CH2:13][CH2:14][CH2:15][C:16](Cl)=[O:17]. Given the product [CH:15]1([C:16]([C:10]2[O:11][C:7]([C:2]3[CH:3]=[CH:4][CH:5]=[CH:6][N:1]=3)=[CH:8][N:9]=2)=[O:17])[CH2:13][CH2:14]1, predict the reactants needed to synthesize it. (4) Given the product [Cl:2][CH2:3][N+:4]([CH3:13])([CH3:12])[CH2:5][CH2:6][CH2:7][C:8]([O-:10])=[O:9], predict the reactants needed to synthesize it. The reactants are: [Cl-].[Cl:2][CH2:3][N+:4]([CH3:13])([CH3:12])[CH2:5][CH2:6][CH2:7][C:8]([O:10]C)=[O:9].